From a dataset of Forward reaction prediction with 1.9M reactions from USPTO patents (1976-2016). Predict the product of the given reaction. Given the reactants Br[CH2:2][C:3]1[CH:4]=[C:5]([CH2:9][C:10]([O:12][CH2:13][CH3:14])=[O:11])[CH:6]=[CH:7][CH:8]=1.[NH2:15][C:16]1[CH:21]=[CH:20][CH:19]=[CH:18][CH:17]=1.C(=O)([O-])[O-].[K+].[K+].Cl.[C:29](Cl)(=[O:39])[O:30][C@@H:31]1[CH:36]2[CH2:37][CH2:38][N:33]([CH2:34][CH2:35]2)[CH2:32]1, predict the reaction product. The product is: [N:33]12[CH2:38][CH2:37][CH:36]([CH2:35][CH2:34]1)[C@@H:31]([O:30][C:29]([N:15]([CH2:2][C:3]1[CH:4]=[C:5]([CH2:9][C:10]([O:12][CH2:13][CH3:14])=[O:11])[CH:6]=[CH:7][CH:8]=1)[C:16]1[CH:21]=[CH:20][CH:19]=[CH:18][CH:17]=1)=[O:39])[CH2:32]2.